Predict the reactants needed to synthesize the given product. From a dataset of Full USPTO retrosynthesis dataset with 1.9M reactions from patents (1976-2016). Given the product [Cl:25][C:26]1[CH:34]=[C:33]([F:35])[CH:32]=[CH:31][C:27]=1[C:28]([N:12]1[CH2:13][CH2:14][N:9]([C:4]2[CH:5]=[CH:6][CH:7]=[CH:8][C:3]=2[Cl:2])[C:10](=[O:15])[CH2:11]1)=[O:29], predict the reactants needed to synthesize it. The reactants are: Cl.[Cl:2][C:3]1[CH:8]=[CH:7][CH:6]=[CH:5][C:4]=1[N:9]1[CH2:14][CH2:13][NH:12][CH2:11][C:10]1=[O:15].C(N(C(C)C)C(C)C)C.[Cl:25][C:26]1[CH:34]=[C:33]([F:35])[CH:32]=[CH:31][C:27]=1[C:28](Cl)=[O:29].C(O)(=O)CC(CC(O)=O)(C(O)=O)O.